Dataset: Aqueous solubility values for 9,982 compounds from the AqSolDB database. Task: Regression/Classification. Given a drug SMILES string, predict its absorption, distribution, metabolism, or excretion properties. Task type varies by dataset: regression for continuous measurements (e.g., permeability, clearance, half-life) or binary classification for categorical outcomes (e.g., BBB penetration, CYP inhibition). For this dataset (solubility_aqsoldb), we predict Y. The drug is CON(C)C(=O)Nc1ccc(Br)c(Cl)c1. The Y is -3.92 log mol/L.